Dataset: Reaction yield outcomes from USPTO patents with 853,638 reactions. Task: Predict the reaction yield, written as a fraction of the theoretical maximum amount of product (1.0 means a 100% yield; for example, 0.34 means a 34% yield). (1) The reactants are [S:1]1[C:5]2[CH:6]=[CH:7][CH:8]=[CH:9][C:4]=2[N:3]=[C:2]1[O:10][C:11]1[CH:16]=[CH:15][C:14]([CH2:17][CH2:18][N:19]2[CH2:24][CH2:23][CH:22]([NH:25][C:26](=[N:34][C:35]#[N:36])OC3C=CC=CC=3)[CH2:21][CH2:20]2)=[CH:13][CH:12]=1.[CH3:37][NH2:38]. The catalyst is C(O)C.O. The product is [S:1]1[C:5]2[CH:6]=[CH:7][CH:8]=[CH:9][C:4]=2[N:3]=[C:2]1[O:10][C:11]1[CH:16]=[CH:15][C:14]([CH2:17][CH2:18][N:19]2[CH2:20][CH2:21][CH:22]([NH:25][C:26]([NH:34][C:35]#[N:36])=[N:38][CH3:37])[CH2:23][CH2:24]2)=[CH:13][CH:12]=1. The yield is 0.760. (2) The yield is 0.0700. The product is [F:10][C:11]1[CH:16]=[CH:15][CH:14]=[CH:13][C:12]=1[CH2:17][C:18]([CH:20]1[CH2:21][CH2:22][N:23]([CH2:2][C:3]2[NH:4][C:5](=[O:8])[NH:6][N:7]=2)[CH2:24][CH2:25]1)=[O:19]. The catalyst is C(OCC)(=O)C.O. The reactants are Cl[CH2:2][C:3]1[NH:4][C:5](=[O:8])[NH:6][N:7]=1.Cl.[F:10][C:11]1[CH:16]=[CH:15][CH:14]=[CH:13][C:12]=1[CH2:17][C:18]([CH:20]1[CH2:25][CH2:24][NH:23][CH2:22][CH2:21]1)=[O:19].C(=O)([O-])[O-].[K+].[K+].C(#N)C.